This data is from Catalyst prediction with 721,799 reactions and 888 catalyst types from USPTO. The task is: Predict which catalyst facilitates the given reaction. Reactant: Cl[C:2]1[N:10]=[C:9]2[C:5]([N:6]([CH2:11][C:12]3[CH:17]=[CH:16][C:15]([C:18]([F:21])([F:20])[F:19])=[CH:14][CH:13]=3)[CH:7]=[N:8]2)=[C:4]([NH:22][CH:23]([CH:25]2[CH2:28][CH:27]([CH3:29])[CH2:26]2)[CH3:24])[N:3]=1.[CH3:30][S-:31].[Na+].O. Product: [CH3:29][CH:27]1[CH2:28][CH:25]([CH:23]([NH:22][C:4]2[N:3]=[C:2]([S:31][CH3:30])[N:10]=[C:9]3[C:5]=2[N:6]([CH2:11][C:12]2[CH:13]=[CH:14][C:15]([C:18]([F:19])([F:20])[F:21])=[CH:16][CH:17]=2)[CH:7]=[N:8]3)[CH3:24])[CH2:26]1. The catalyst class is: 3.